Task: Predict which catalyst facilitates the given reaction.. Dataset: Catalyst prediction with 721,799 reactions and 888 catalyst types from USPTO (1) Reactant: [Br:1][C:2]1[CH:20]=[C:19]([CH2:21]Cl)[CH:18]=[CH:17][C:3]=1[O:4][CH2:5][C:6]1[N:7]=[C:8]([C:12]2[O:13][CH:14]=[CH:15][CH:16]=2)[O:9][C:10]=1[CH3:11].[CH2:23]([N:30]1[CH:34]=[C:33]([C:35]([O:37][CH2:38][CH3:39])=[O:36])[C:32]([OH:40])=[N:31]1)[C:24]1[CH:29]=[CH:28][CH:27]=[CH:26][CH:25]=1.C(=O)([O-])[O-].[K+].[K+].CN(C)C=O. Product: [CH2:23]([N:30]1[CH:34]=[C:33]([C:35]([O:37][CH2:38][CH3:39])=[O:36])[C:32]([O:40][CH2:21][C:19]2[CH:18]=[CH:17][C:3]([O:4][CH2:5][C:6]3[N:7]=[C:8]([C:12]4[O:13][CH:14]=[CH:15][CH:16]=4)[O:9][C:10]=3[CH3:11])=[C:2]([Br:1])[CH:20]=2)=[N:31]1)[C:24]1[CH:25]=[CH:26][CH:27]=[CH:28][CH:29]=1. The catalyst class is: 6. (2) Reactant: [OH:1][CH2:2][CH2:3][CH2:4][N:5]1[CH2:10][CH2:9][O:8][CH2:7][CH2:6]1.C(N(CC)CC)C.[CH3:18][S:19](Cl)(=[O:21])=[O:20]. Product: [CH3:18][S:19]([O:1][CH2:2][CH2:3][CH2:4][N:5]1[CH2:10][CH2:9][O:8][CH2:7][CH2:6]1)(=[O:21])=[O:20]. The catalyst class is: 1. (3) Reactant: B(Br)(Br)Br.C[O:6][C:7]1[CH:8]=[C:9]2[C:14](=[CH:15][CH:16]=1)[CH:13]=[C:12]([CH2:17][CH2:18][NH:19][S:20]([CH:23]([CH3:25])[CH3:24])(=[O:22])=[O:21])[CH:11]=[CH:10]2. Product: [OH:6][C:7]1[CH:8]=[C:9]2[C:14](=[CH:15][CH:16]=1)[CH:13]=[C:12]([CH2:17][CH2:18][NH:19][S:20]([CH:23]([CH3:25])[CH3:24])(=[O:22])=[O:21])[CH:11]=[CH:10]2. The catalyst class is: 2.